Dataset: NCI-60 drug combinations with 297,098 pairs across 59 cell lines. Task: Regression. Given two drug SMILES strings and cell line genomic features, predict the synergy score measuring deviation from expected non-interaction effect. Drug 1: CC12CCC3C(C1CCC2=O)CC(=C)C4=CC(=O)C=CC34C. Drug 2: CN1C(=O)N2C=NC(=C2N=N1)C(=O)N. Cell line: EKVX. Synergy scores: CSS=30.6, Synergy_ZIP=4.03, Synergy_Bliss=1.70, Synergy_Loewe=-18.0, Synergy_HSA=-1.55.